Dataset: Full USPTO retrosynthesis dataset with 1.9M reactions from patents (1976-2016). Task: Predict the reactants needed to synthesize the given product. (1) The reactants are: [Cl:1][C:2]1[CH:7]=[CH:6][C:5]([C@H:8]2[N:15]3[C:11]([S:12][C:13]([C:19]([OH:21])=O)=[C:14]3[CH:16]([CH3:18])[CH3:17])=[N:10][C@:9]2([C:23]2[CH:28]=[CH:27][C:26]([Cl:29])=[CH:25][CH:24]=2)[CH3:22])=[CH:4][CH:3]=1.Cl.[CH3:31][NH:32][O:33][CH3:34]. Given the product [Cl:1][C:2]1[CH:7]=[CH:6][C:5]([C@H:8]2[N:15]3[C:11]([S:12][C:13]([C:19]([N:32]([O:33][CH3:34])[CH3:31])=[O:21])=[C:14]3[CH:16]([CH3:17])[CH3:18])=[N:10][C@:9]2([C:23]2[CH:28]=[CH:27][C:26]([Cl:29])=[CH:25][CH:24]=2)[CH3:22])=[CH:4][CH:3]=1, predict the reactants needed to synthesize it. (2) Given the product [C:1]([O:5][C:6]([N:8]1[CH2:12][CH2:11][CH2:10][CH:9]1[C:13](=[O:15])[NH:48][C:45]1[CH:46]=[CH:47][C:42]([C:37]2[CH:38]=[CH:39][CH:40]=[CH:41][C:36]=2[S:33](=[O:35])(=[O:34])[NH:32][C:28]([CH3:29])([CH3:30])[CH3:31])=[CH:43][C:44]=1[F:49])=[O:7])([CH3:2])([CH3:3])[CH3:4], predict the reactants needed to synthesize it. The reactants are: [C:1]([O:5][C:6]([N:8]1[CH2:12][CH2:11][CH2:10][CH:9]1[C:13]([OH:15])=O)=[O:7])([CH3:4])([CH3:3])[CH3:2].N1C=CC=CC=1.C(Cl)(=O)C(Cl)=O.[C:28]([NH:32][S:33]([C:36]1[C:37]([C:42]2[CH:47]=[CH:46][C:45]([NH2:48])=[C:44]([F:49])[CH:43]=2)=[CH:38][CH:39]=[CH:40][CH:41]=1)(=[O:35])=[O:34])([CH3:31])([CH3:30])[CH3:29]. (3) Given the product [N+:18]([C:17]1[CH:16]=[CH:15][C:4]([C:5]([O:7][CH2:8][C:9]2[CH:14]=[CH:13][CH:12]=[CH:11][CH:10]=2)=[O:6])=[CH:3][C:2]=1[O:1][CH2:22][CH2:23][O:24][CH:25]1[CH2:30][CH2:29][CH2:28][CH2:27][O:26]1)([O-:20])=[O:19], predict the reactants needed to synthesize it. The reactants are: [OH:1][C:2]1[CH:3]=[C:4]([CH:15]=[CH:16][C:17]=1[N+:18]([O-:20])=[O:19])[C:5]([O:7][CH2:8][C:9]1[CH:14]=[CH:13][CH:12]=[CH:11][CH:10]=1)=[O:6].Br[CH2:22][CH2:23][O:24][CH:25]1[CH2:30][CH2:29][CH2:28][CH2:27][O:26]1.C([O-])([O-])=O.[K+].[K+]. (4) Given the product [CH2:34]([N:20]([CH2:18][CH3:19])[CH2:21][CH2:22][NH:23][C:24]([C:26]1[NH:27][C:28]([CH:32]=[C:10]2[C:9]3[C:13](=[CH:14][CH:15]=[CH:16][C:8]=3[C:5]3[CH:4]=[CH:3][C:2]([F:1])=[CH:7][CH:6]=3)[NH:12][C:11]2=[O:17])=[C:29]([CH3:31])[CH:30]=1)=[O:25])[CH3:35], predict the reactants needed to synthesize it. The reactants are: [F:1][C:2]1[CH:7]=[CH:6][C:5]([C:8]2[CH:16]=[CH:15][CH:14]=[C:13]3[C:9]=2[CH2:10][C:11](=[O:17])[NH:12]3)=[CH:4][CH:3]=1.[CH2:18]([N:20]([CH2:34][CH3:35])[CH2:21][CH2:22][NH:23][C:24]([C:26]1[NH:27][C:28]([CH:32]=O)=[C:29]([CH3:31])[CH:30]=1)=[O:25])[CH3:19].